This data is from Forward reaction prediction with 1.9M reactions from USPTO patents (1976-2016). The task is: Predict the product of the given reaction. (1) Given the reactants [F:1][C:2]([F:20])([F:19])[C:3]1[CH:8]=[CH:7][C:6]([C:9]2[CH:17]=[CH:16][CH:15]=[C:14]3[C:10]=2[C:11]([NH2:18])=[N:12][NH:13]3)=[CH:5][CH:4]=1.CC1(C)OC(=O)[CH:25]([C:29]([CH:31]2[CH2:36][CH2:35][N:34]([C:37]([O:39][C:40]([CH3:43])([CH3:42])[CH3:41])=[O:38])[CH2:33][CH2:32]2)=O)[C:24](=O)[O:23]1.P([O-])([O-])([O-])=O.[K+].[K+].[K+], predict the reaction product. The product is: [O:23]=[C:24]1[CH:25]=[C:29]([CH:31]2[CH2:36][CH2:35][N:34]([C:37]([O:39][C:40]([CH3:43])([CH3:42])[CH3:41])=[O:38])[CH2:33][CH2:32]2)[N:12]2[N:13]=[C:14]3[C:10]([C:9]([C:6]4[CH:5]=[CH:4][C:3]([C:2]([F:1])([F:19])[F:20])=[CH:8][CH:7]=4)=[CH:17][CH:16]=[CH:15]3)=[C:11]2[NH:18]1. (2) Given the reactants C(O[C:6]([N:8]1[CH2:13][CH2:12][CH:11]([O:14][C:15]2[CH:20]=[N:19][C:18](Br)=[CH:17][N:16]=2)[CH2:10][CH2:9]1)=O)(C)(C)C.[C:22]([C:24]1[CH:29]=[CH:28][C:27](B(O)O)=[CH:26][CH:25]=1)#[N:23], predict the reaction product. The product is: [CH:6]1([N:8]2[CH2:9][CH2:10][CH:11]([O:14][C:15]3[CH:20]=[N:19][C:18]([C:27]4[CH:28]=[CH:29][C:24]([C:22]#[N:23])=[CH:25][CH:26]=4)=[CH:17][N:16]=3)[CH2:12][CH2:13]2)[CH2:12][CH2:11][CH2:10][CH2:9]1.